This data is from Full USPTO retrosynthesis dataset with 1.9M reactions from patents (1976-2016). The task is: Predict the reactants needed to synthesize the given product. (1) Given the product [Cl:21][C:18]1[CH:19]=[CH:20][C:15]([O:14][C:8]2[CH:7]=[C:6]([CH2:5][C:4]([OH:29])=[O:3])[CH:11]=[CH:10][C:9]=2[O:12][CH3:13])=[C:16]([CH2:22][N:23]2[CH2:27][CH2:26][O:25][C:24]2=[O:28])[CH:17]=1, predict the reactants needed to synthesize it. The reactants are: C([O:3][C:4](=[O:29])[CH2:5][C:6]1[CH:11]=[CH:10][C:9]([O:12][CH3:13])=[C:8]([O:14][C:15]2[CH:20]=[CH:19][C:18]([Cl:21])=[CH:17][C:16]=2[CH2:22][N:23]2[CH2:27][CH2:26][O:25][C:24]2=[O:28])[CH:7]=1)C.[OH-].[Li+].O. (2) Given the product [Cl:1][C:2]1[CH:26]=[C:25]([Cl:27])[CH:24]=[CH:23][C:3]=1[CH2:4][N:5]1[C:9]([CH2:10][CH2:11][C:12]([O:14][CH2:15][CH3:16])=[O:13])=[CH:8][C:7]([C:17]2[CH:18]=[CH:19][CH:20]=[CH:21][CH:22]=2)=[N:6]1, predict the reactants needed to synthesize it. The reactants are: [Cl:1][C:2]1[CH:26]=[C:25]([Cl:27])[CH:24]=[CH:23][C:3]=1[CH2:4][N:5]1[C:9](/[CH:10]=[CH:11]/[C:12]([O:14][CH2:15][CH3:16])=[O:13])=[CH:8][C:7]([C:17]2[CH:22]=[CH:21][CH:20]=[CH:19][CH:18]=2)=[N:6]1. (3) Given the product [NH2:1][C:2]1[CH:3]=[CH:4][C:5]([OH:11])=[C:6]([CH:10]=1)[C:7]([O:9][CH3:17])=[O:8], predict the reactants needed to synthesize it. The reactants are: [NH2:1][C:2]1[CH:3]=[CH:4][C:5]([OH:11])=[C:6]([CH:10]=1)[C:7]([OH:9])=[O:8].S(=O)(=O)(O)O.[CH3:17]O. (4) Given the product [I:8][C:7]1[C:2]([O:15][CH2:14][C:10]2([CH3:9])[CH2:13][O:12][CH2:11]2)=[N:3][CH:4]=[CH:5][CH:6]=1, predict the reactants needed to synthesize it. The reactants are: F[C:2]1[C:7]([I:8])=[CH:6][CH:5]=[CH:4][N:3]=1.[CH3:9][C:10]1([CH2:14][OH:15])[CH2:13][O:12][CH2:11]1. (5) Given the product [F:13][C:9]1[C:8]([O:14][C:15]2[CH:20]=[CH:19][CH:18]=[C:17]([CH3:21])[CH:16]=2)=[C:7]([C:5]([C@@H:22]2[CH2:27][CH2:26][CH2:25][N:24]([C:28]([O:30][C:31]([CH3:34])([CH3:33])[CH3:32])=[O:29])[CH2:23]2)([OH:6])[CH2:4][CH2:3][CH2:2][NH:1][C:43]([O:45][CH3:46])=[O:44])[CH:12]=[CH:11][CH:10]=1, predict the reactants needed to synthesize it. The reactants are: [NH2:1][CH2:2][CH2:3][CH2:4][C:5]([C@@H:22]1[CH2:27][CH2:26][CH2:25][N:24]([C:28]([O:30][C:31]([CH3:34])([CH3:33])[CH3:32])=[O:29])[CH2:23]1)([C:7]1[CH:12]=[CH:11][CH:10]=[C:9]([F:13])[C:8]=1[O:14][C:15]1[CH:20]=[CH:19][CH:18]=[C:17]([CH3:21])[CH:16]=1)[OH:6].CCN(CC)CC.Cl[C:43]([O:45][CH3:46])=[O:44].